Dataset: Full USPTO retrosynthesis dataset with 1.9M reactions from patents (1976-2016). Task: Predict the reactants needed to synthesize the given product. (1) Given the product [CH3:1][O:2][C:3]1[CH:12]=[CH:11][C:6]([C:7]([OH:9])=[O:8])=[C:5]([NH:13][CH2:14][C:15]2[CH:20]=[CH:19][C:18]([C:21]([F:24])([F:22])[F:23])=[CH:17][CH:16]=2)[N:4]=1, predict the reactants needed to synthesize it. The reactants are: [CH3:1][O:2][C:3]1[CH:12]=[CH:11][C:6]([C:7]([O:9]C)=[O:8])=[C:5]([NH:13][CH2:14][C:15]2[CH:20]=[CH:19][C:18]([C:21]([F:24])([F:23])[F:22])=[CH:17][CH:16]=2)[N:4]=1.[OH-].[Na+]. (2) The reactants are: [NH2:1][CH:2]([CH2:7][C:8]1[CH:13]=[CH:12][C:11]([CH2:14][CH3:15])=[C:10]([CH2:16][CH3:17])[CH:9]=1)[C:3]([O:5][CH3:6])=[O:4].[NH:18]1[CH2:23][CH2:22][CH:21]([N:24]2[CH2:30][CH2:29][C:28]3[CH:31]=[CH:32][CH:33]=[CH:34][C:27]=3[NH:26][C:25]2=[O:35])[CH2:20][CH2:19]1.C1C[O:39][CH2:38]C1. Given the product [CH2:16]([C:10]1[CH:9]=[C:8]([CH2:7][CH:2]([NH:1][C:38]([N:18]2[CH2:19][CH2:20][CH:21]([N:24]3[CH2:30][CH2:29][C:28]4[CH:31]=[CH:32][CH:33]=[CH:34][C:27]=4[NH:26][C:25]3=[O:35])[CH2:22][CH2:23]2)=[O:39])[C:3]([O:5][CH3:6])=[O:4])[CH:13]=[CH:12][C:11]=1[CH2:14][CH3:15])[CH3:17], predict the reactants needed to synthesize it. (3) Given the product [CH2:1]=[CH:2][C:3]1[CH:8]=[CH:7][CH:6]=[CH:5][CH:4]=1.[CH3:9][N:10]([CH3:16])[C:11](=[O:15])[C:12]([CH3:14])=[CH2:13], predict the reactants needed to synthesize it. The reactants are: [CH2:1]=[CH:2][C:3]1[CH:8]=[CH:7][CH:6]=[CH:5][CH:4]=1.[CH3:9][N:10]([CH3:16])[C:11](=[O:15])[C:12]([CH3:14])=[CH2:13]. (4) The reactants are: [CH2:1]([S:13][C@H:14](O)[CH:15]([O:41][CH2:42][CH2:43][CH2:44][CH2:45][CH2:46][CH2:47][CH2:48][CH2:49][CH2:50][CH3:51])[CH2:16][O:17]C(C1C=CC=CC=1)(C1C=CC(OC)=CC=1)C1C=CC(OC)=CC=1)[CH2:2][CH2:3][CH2:4][CH2:5][CH2:6][CH2:7][CH2:8][CH2:9][CH2:10][CH2:11][CH3:12].C1(C)C=CC(S(O)(=O)=O)=CC=1.C([O-])(O)=O.[Na+]. Given the product [CH2:42]([O:41][C@H:15]([CH2:14][S:13][CH2:1][CH2:2][CH2:3][CH2:4][CH2:5][CH2:6][CH2:7][CH2:8][CH2:9][CH2:10][CH2:11][CH3:12])[CH2:16][OH:17])[CH2:43][CH2:44][CH2:45][CH2:46][CH2:47][CH2:48][CH2:49][CH2:50][CH3:51], predict the reactants needed to synthesize it.